Dataset: Retrosynthesis with 50K atom-mapped reactions and 10 reaction types from USPTO. Task: Predict the reactants needed to synthesize the given product. (1) Given the product O=C1C[C@H]2CCC[C@H]2N1c1ccc(C#Cc2cccc(F)c2)cn1, predict the reactants needed to synthesize it. The reactants are: C#Cc1cccc(F)c1.O=C1C[C@H]2CCC[C@H]2N1c1ccc(I)cn1. (2) Given the product O=S(=O)(Nc1cc(C(O)C2CC2)c(Sc2ccc(S(=O)(=O)N3CCCCC3)cc2)cn1)c1ccc(Cl)cc1Cl, predict the reactants needed to synthesize it. The reactants are: O=Cc1cc(NS(=O)(=O)c2ccc(Cl)cc2Cl)ncc1Sc1ccc(S(=O)(=O)N2CCCCC2)cc1.[Mg+]C1CC1. (3) Given the product Cc1cccc2cc(C(C)C)c(O)cc12, predict the reactants needed to synthesize it. The reactants are: COc1cc2c(C)cccc2cc1C(C)C. (4) Given the product c1cc(COc2ccc(OCc3ccc4ccccc4n3)cc2)cc(OCc2nnn[nH]2)c1, predict the reactants needed to synthesize it. The reactants are: N#CCOc1cccc(COc2ccc(OCc3ccc4ccccc4n3)cc2)c1.[N-]=[N+]=[N-]. (5) The reactants are: C=C(C)[C@@H]1CC[C@]2(c3nnc(-c4cccnc4)o3)CC[C@]3(C)[C@H](CC[C@@H]4[C@@]5(C)CC[C@H](OC(C)=O)C(C)(C)[C@@H]5CC[C@]43C)[C@@H]12. Given the product C=C(C)[C@@H]1CC[C@]2(c3nnc(-c4cccnc4)o3)CC[C@]3(C)[C@H](CC[C@@H]4[C@@]5(C)CC[C@H](O)C(C)(C)[C@@H]5CC[C@]43C)[C@@H]12, predict the reactants needed to synthesize it. (6) Given the product Cc1ncc(CNC(=O)c2ccc(-c3ccccc3S(=O)(=O)NC(C)(C)C)cc2)c(CO)c1OCc1cccc(C#N)c1, predict the reactants needed to synthesize it. The reactants are: Cc1ncc(CNC(=O)c2ccc(-c3ccccc3S(=O)(=O)NC(C)(C)C)cc2)c(CO)c1O.N#Cc1cccc(CBr)c1.